From a dataset of Reaction yield outcomes from USPTO patents with 853,638 reactions. Predict the reaction yield, written as a fraction of the theoretical maximum amount of product (1.0 means a 100% yield; for example, 0.34 means a 34% yield). (1) The reactants are [CH:1]12[CH2:18][CH:4]([CH:5]([NH:7]C(=O)OCC3C=CC=CC=3)[CH2:6]1)[CH2:3][O:2]2.[ClH:19]. The catalyst is CO.[Pd]. The product is [ClH:19].[CH:1]12[CH2:18][CH:4]([CH:5]([NH2:7])[CH2:6]1)[CH2:3][O:2]2. The yield is 1.00. (2) The reactants are [Br:1][C:2]1[CH:3]=[C:4]2[C:8](=[CH:9][CH:10]=1)[CH:7]([NH2:11])[CH2:6][CH2:5]2.C(=O)([O-])[O-].[K+].[K+].Cl[C:19]([O:21][CH2:22][C:23]1[CH:28]=[CH:27][CH:26]=[CH:25][CH:24]=1)=[O:20].C(OCC)C. The product is [Br:1][C:2]1[CH:3]=[C:4]2[C:8](=[CH:9][CH:10]=1)[CH:7]([NH:11][C:19](=[O:20])[O:21][CH2:22][C:23]1[CH:28]=[CH:27][CH:26]=[CH:25][CH:24]=1)[CH2:6][CH2:5]2. The catalyst is O.C(OCC)(=O)C.ClCCl. The yield is 0.820. (3) The reactants are [Cl-].O[NH3+:3].[C:4](=[O:7])([O-])[OH:5].[Na+].CS(C)=O.[CH3:13][C:14]1[N:15]([C:39]2[CH:44]=[CH:43][C:42]([O:45][C:46]([F:49])([F:48])[F:47])=[CH:41][CH:40]=2)[C:16](=[O:38])[C:17]([CH2:23][C:24]2[CH:29]=[CH:28][C:27]([C:30]3[C:31]([C:36]#[N:37])=[CH:32][CH:33]=[CH:34][CH:35]=3)=[CH:26][CH:25]=2)=[C:18]([CH2:20][CH2:21][CH3:22])[N:19]=1. The catalyst is O.C(OCC)(=O)C. The product is [CH3:13][C:14]1[N:15]([C:39]2[CH:40]=[CH:41][C:42]([O:45][C:46]([F:49])([F:47])[F:48])=[CH:43][CH:44]=2)[C:16](=[O:38])[C:17]([CH2:23][C:24]2[CH:25]=[CH:26][C:27]([C:30]3[CH:35]=[CH:34][CH:33]=[CH:32][C:31]=3[C:36]3[NH:3][C:4](=[O:7])[O:5][N:37]=3)=[CH:28][CH:29]=2)=[C:18]([CH2:20][CH2:21][CH3:22])[N:19]=1. The yield is 0.830. (4) The reactants are [CH3:1][C:2]1[C:7]([CH:8]=[O:9])=[CH:6][CH:5]=[C:4](Cl)[N:3]=1.[CH:11]1([NH:14][C:15](=[O:23])[C:16]2[CH:21]=[CH:20][C:19]([OH:22])=[CH:18][CH:17]=2)[CH2:13][CH2:12]1.C([O-])([O-])=O.[K+].[K+]. The catalyst is CN(C=O)C. The product is [CH:11]1([NH:14][C:15](=[O:23])[C:16]2[CH:21]=[CH:20][C:19]([O:22][C:4]3[CH:5]=[CH:6][C:7]([CH:8]=[O:9])=[C:2]([CH3:1])[N:3]=3)=[CH:18][CH:17]=2)[CH2:12][CH2:13]1. The yield is 0.630. (5) The reactants are [CH2:1]([C:3]1[NH:4][C:5]2[C:10]([CH:11]=1)=[C:9]([O:12][CH3:13])[CH:8]=[CH:7][CH:6]=2)[CH3:2].[H-].[Na+].[CH2:16](Br)[C:17]1[CH:22]=[CH:21][CH:20]=[CH:19][CH:18]=1. The catalyst is CN(C=O)C.O. The product is [CH2:1]([C:3]1[N:4]([CH2:16][C:17]2[CH:22]=[CH:21][CH:20]=[CH:19][CH:18]=2)[C:5]2[C:10]([CH:11]=1)=[C:9]([O:12][CH3:13])[CH:8]=[CH:7][CH:6]=2)[CH3:2]. The yield is 0.490. (6) The reactants are [Cl:1][C:2]1[CH:10]=[CH:9][C:5]([C:6]([NH2:8])=O)=[C:4]([N:11]([CH2:13][CH2:14][O:15][CH3:16])[CH3:12])[N:3]=1.N1C=CC=CC=1.O=P(Cl)(Cl)Cl.[OH-].[Na+]. The catalyst is C(#N)C. The product is [Cl:1][C:2]1[CH:10]=[CH:9][C:5]([C:6]#[N:8])=[C:4]([N:11]([CH2:13][CH2:14][O:15][CH3:16])[CH3:12])[N:3]=1. The yield is 0.900.